This data is from Full USPTO retrosynthesis dataset with 1.9M reactions from patents (1976-2016). The task is: Predict the reactants needed to synthesize the given product. Given the product [Br:1][C:2]1[C:3]([N:12]2[CH2:17][CH2:16][N:15]([CH2:18][C:31]3[CH:32]=[N:33][C:28]([C:27]([F:49])([F:48])[F:26])=[CH:29][CH:30]=3)[CH2:14][CH2:13]2)=[C:4]([N+:9]([O-:11])=[O:10])[C:5]([NH2:8])=[N:6][CH:7]=1, predict the reactants needed to synthesize it. The reactants are: [Br:1][C:2]1[C:3]([N:12]2[CH2:17][CH2:16][N:15]([CH:18](C3C=CC=CN=3)C)[CH2:14][CH2:13]2)=[C:4]([N+:9]([O-:11])=[O:10])[C:5]([NH2:8])=[N:6][CH:7]=1.[F:26][C:27]([F:49])([F:48])[C:28]1[N:33]=[CH:32][C:31](CN2CCN(C(OC(C)(C)C)=O)CC2)=[CH:30][CH:29]=1.C(O)(C(F)(F)F)=O.BrC1C(Cl)=C([N+]([O-])=O)C(N)=NC=1.